Dataset: Reaction yield outcomes from USPTO patents with 853,638 reactions. Task: Predict the reaction yield, written as a fraction of the theoretical maximum amount of product (1.0 means a 100% yield; for example, 0.34 means a 34% yield). (1) The yield is 0.960. The product is [C:14]([N:6]1[CH:7]=[CH:8][N:9]([C:10]([CH3:13])([CH3:12])[CH3:11])[SiH:5]1[NH:3][CH2:1][CH3:2])([CH3:17])([CH3:16])[CH3:15]. The catalyst is CCCCCC. The reactants are [CH2:1]([NH2:3])[CH3:2].Cl[SiH:5]1[N:9]([C:10]([CH3:13])([CH3:12])[CH3:11])[CH:8]=[CH:7][N:6]1[C:14]([CH3:17])([CH3:16])[CH3:15]. (2) The reactants are [CH2:1]([O:8][C:9](=[O:17])[NH:10][C@H:11](CO)[CH:12]([CH3:14])[CH3:13])[C:2]1[CH:7]=[CH:6][CH:5]=[CH:4][CH:3]=1.[Si:18](Cl)([C:31]([CH3:34])([CH3:33])[CH3:32])([C:25]1[CH:30]=[CH:29][CH:28]=[CH:27][CH:26]=1)[C:19]1[CH:24]=[CH:23][CH:22]=[CH:21][CH:20]=1.N1C=CN=C1.CN(C)C=[O:44]. No catalyst specified. The product is [CH2:1]([O:8][C:9](=[O:17])[NH:10][C@@H:11]([O:44][Si:18]([C:31]([CH3:34])([CH3:33])[CH3:32])([C:25]1[CH:30]=[CH:29][CH:28]=[CH:27][CH:26]=1)[C:19]1[CH:24]=[CH:23][CH:22]=[CH:21][CH:20]=1)[CH:12]([CH3:13])[CH3:14])[C:2]1[CH:3]=[CH:4][CH:5]=[CH:6][CH:7]=1. The yield is 1.00. (3) The reactants are [F:1][C:2]1[CH:7]=[CH:6][CH:5]=[C:4]([N+:8]([O-])=O)[C:3]=1[CH:11]1[CH2:15][CH:14]=[CH:13][O:12]1.FC1C=CC=C([N+]([O-])=O)C=1C1C=CCO1.CCN(CC)CC. The catalyst is [Pd].CO.CCOCC. The product is [F:1][C:2]1[C:3]([CH:11]2[CH2:15][CH2:14][CH2:13][O:12]2)=[C:4]([CH:5]=[CH:6][CH:7]=1)[NH2:8]. The yield is 0.840.